This data is from Reaction yield outcomes from USPTO patents with 853,638 reactions. The task is: Predict the reaction yield, written as a fraction of the theoretical maximum amount of product (1.0 means a 100% yield; for example, 0.34 means a 34% yield). The reactants are [C:1]([C:3]1[CH:26]=[CH:25][C:6]([O:7][CH2:8][CH:9]([NH:20][S:21]([CH3:24])(=[O:23])=[O:22])[CH2:10][N:11]2[CH2:18][CH:17]3[CH2:19][CH:13]([CH2:14][NH:15][CH2:16]3)[CH2:12]2)=[CH:5][CH:4]=1)#[N:2].[CH2:27]([N:29]=[C:30]=[O:31])[CH3:28]. The catalyst is C(Cl)Cl. The product is [C:1]([C:3]1[CH:4]=[CH:5][C:6]([O:7][CH2:8][CH:9]([NH:20][S:21]([CH3:24])(=[O:22])=[O:23])[CH2:10][N:11]2[CH2:18][CH:17]3[CH2:19][CH:13]([CH2:14][N:15]([C:30]([NH:29][CH2:27][CH3:28])=[O:31])[CH2:16]3)[CH2:12]2)=[CH:25][CH:26]=1)#[N:2]. The yield is 0.730.